This data is from Reaction yield outcomes from USPTO patents with 853,638 reactions. The task is: Predict the reaction yield, written as a fraction of the theoretical maximum amount of product (1.0 means a 100% yield; for example, 0.34 means a 34% yield). (1) The product is [CH2:1]([NH:8][C:26](=[NH:27])[S:25][CH2:23][CH3:24])[C:2]1[CH:7]=[CH:6][CH:5]=[CH:4][CH:3]=1. The reactants are [CH2:1]([NH2:8])[C:2]1[CH:7]=[CH:6][CH:5]=[CH:4][CH:3]=1.FC(F)(F)S(O[Si](C)(C)C)(=O)=O.[OH-].[Na+].[CH2:23]([S:25][C:26]#[N:27])[CH3:24]. No catalyst specified. The yield is 1.00. (2) The product is [CH3:14][C:13]1[CH:12]=[CH:11][N:15]=[C:2]2[CH2:3][C:4]3[CH:5]=[CH:6][CH:7]=[CH:8][C:9]=3[C:1]=12. No catalyst specified. The reactants are [CH2:1]1[C:9]2[C:4](=[CH:5][CH:6]=[CH:7][CH:8]=2)[CH2:3][C:2]1=O.[CH2:11]([NH2:15])[C:12]#[C:13][CH3:14]. The yield is 0.220. (3) The product is [C:12]([C:11]1[CH:14]=[C:7]([C:5]2[S:6][C:2]([C:24]3[CH:32]=[CH:31][CH:30]=[C:29]4[C:25]=3[CH2:26][CH2:27][C@@H:28]4[NH:33][C:34](=[O:40])[O:35][C:36]([CH3:38])([CH3:37])[CH3:39])=[CH:3][N:4]=2)[CH:8]=[CH:9][C:10]=1[F:15])#[N:13]. The reactants are Br[C:2]1[S:6][C:5]([C:7]2[CH:8]=[CH:9][C:10]([F:15])=[C:11]([CH:14]=2)[C:12]#[N:13])=[N:4][CH:3]=1.CC1(C)C(C)(C)OB([C:24]2[CH:32]=[CH:31][CH:30]=[C:29]3[C:25]=2[CH2:26][CH2:27][C@@H:28]3[NH:33][C:34](=[O:40])[O:35][C:36]([CH3:39])([CH3:38])[CH3:37])O1.C(=O)([O-])[O-].[K+].[K+].N#N. The yield is 0.830. The catalyst is C1C=CC([P]([Pd]([P](C2C=CC=CC=2)(C2C=CC=CC=2)C2C=CC=CC=2)([P](C2C=CC=CC=2)(C2C=CC=CC=2)C2C=CC=CC=2)[P](C2C=CC=CC=2)(C2C=CC=CC=2)C2C=CC=CC=2)(C2C=CC=CC=2)C2C=CC=CC=2)=CC=1.COCCOC.O. (4) The reactants are [O:1]1[C:9]2[C:4](=[N:5][CH:6]=[CH:7][C:8]=2[CH:10]([CH3:13])[CH2:11][NH2:12])[CH2:3][CH2:2]1.[Cl:14][C:15]1[CH:20]=[C:19](Cl)[N:18]=[CH:17][N:16]=1.CCN(CC)CC.CCOC(C)=O. The catalyst is CC(O)C. The product is [Cl:14][C:15]1[N:16]=[CH:17][N:18]=[C:19]([NH:12][CH2:11][CH:10]([C:8]2[CH:7]=[CH:6][N:5]=[C:4]3[CH2:3][CH2:2][O:1][C:9]=23)[CH3:13])[CH:20]=1. The yield is 0.810. (5) The reactants are [CH2:1]([O:3][C:4]1[CH:5]=[C:6]([CH:10]=[CH:11][C:12]=1[O:13][CH2:14][CH3:15])[C:7]([NH2:9])=[S:8])[CH3:2].[Cl:16][CH2:17][C:18]([CH2:20]Cl)=O. The yield is 0.680. The catalyst is C(O)C. The product is [Cl:16][CH2:17][C:18]1[N:9]=[C:7]([C:6]2[CH:10]=[CH:11][C:12]([O:13][CH2:14][CH3:15])=[C:4]([O:3][CH2:1][CH3:2])[CH:5]=2)[S:8][CH:20]=1.